Dataset: Full USPTO retrosynthesis dataset with 1.9M reactions from patents (1976-2016). Task: Predict the reactants needed to synthesize the given product. (1) Given the product [CH2:25]([O:24][C:2]1[N:12]=[CH:11][C:10]([S:13]([N:16]2[CH2:21][CH2:20][N:19]([CH2:22][CH3:23])[CH2:18][CH2:17]2)(=[O:15])=[O:14])=[CH:9][C:3]=1[C:4]([O:6][CH2:7][CH3:8])=[O:5])[CH3:26], predict the reactants needed to synthesize it. The reactants are: Cl[C:2]1[N:12]=[CH:11][C:10]([S:13]([N:16]2[CH2:21][CH2:20][N:19]([CH2:22][CH3:23])[CH2:18][CH2:17]2)(=[O:15])=[O:14])=[CH:9][C:3]=1[C:4]([O:6][CH2:7][CH3:8])=[O:5].[O-:24][CH2:25][CH3:26].[Na+]. (2) Given the product [CH3:9][C:2]1([CH3:1])[O:6][CH:5]([CH2:7][S:23]([C:20]2[CH:21]=[CH:22][C:17]([CH3:27])=[CH:18][CH:19]=2)(=[O:25])=[O:24])[CH2:4][O:3]1, predict the reactants needed to synthesize it. The reactants are: [CH3:1][C:2]1([CH3:9])[O:6][CH:5]([CH2:7]O)[CH2:4][O:3]1.CCN(CC)CC.[C:17]1([CH3:27])[CH:22]=[CH:21][C:20]([S:23](Cl)(=[O:25])=[O:24])=[CH:19][CH:18]=1. (3) Given the product [F:7][C:8]1[CH:9]=[C:10]([CH:14]=[CH:15][C:16]=1[F:17])[C:11]([N:19]1[CH2:22][CH2:21][CH2:20]1)=[O:13], predict the reactants needed to synthesize it. The reactants are: C(Cl)(=O)C(Cl)=O.[F:7][C:8]1[CH:9]=[C:10]([CH:14]=[CH:15][C:16]=1[F:17])[C:11]([OH:13])=O.Cl.[NH:19]1[CH2:22][CH2:21][CH2:20]1.C(N(CC)CC)C. (4) The reactants are: [F:1][C:2]([F:23])([F:22])[C:3]([N:5]1[CH2:10][CH2:9][N:8]([S:11]([C:14]2[CH:19]=[C:18]([F:20])[CH:17]=[CH:16][C:15]=2[CH3:21])(=[O:13])=[O:12])[CH2:7][CH2:6]1)=[O:4].C1C(=O)N([Br:31])C(=O)C1.CC(N=NC(C#N)(C)C)(C#N)C. Given the product [Br:31][CH2:21][C:15]1[CH:16]=[CH:17][C:18]([F:20])=[CH:19][C:14]=1[S:11]([N:8]1[CH2:7][CH2:6][N:5]([C:3](=[O:4])[C:2]([F:1])([F:22])[F:23])[CH2:10][CH2:9]1)(=[O:12])=[O:13], predict the reactants needed to synthesize it. (5) Given the product [CH2:18]([O:20][C:21](=[O:26])[C:22]([N:23]=[N+:24]=[N-:25])=[CH:14][C:12]1[O:13][C:9]([O:8][C:7]2[CH:6]=[CH:5][C:4]([N+:1]([O-:3])=[O:2])=[CH:17][CH:16]=2)=[CH:10][CH:11]=1)[CH3:19], predict the reactants needed to synthesize it. The reactants are: [N+:1]([C:4]1[CH:17]=[CH:16][C:7]([O:8][C:9]2[O:13][C:12]([CH:14]=O)=[CH:11][CH:10]=2)=[CH:6][CH:5]=1)([O-:3])=[O:2].[CH2:18]([O:20][C:21](=[O:26])[CH2:22][N:23]=[N+:24]=[N-:25])[CH3:19].C1CCN2C(=NCCC2)CC1. (6) Given the product [CH2:1]([O:8][C:9]1[CH:14]=[CH:13][C:12]([B:16]([OH:21])[OH:17])=[CH:11][CH:10]=1)[C:2]1[CH:7]=[CH:6][CH:5]=[CH:4][CH:3]=1, predict the reactants needed to synthesize it. The reactants are: [CH2:1]([O:8][C:9]1[CH:14]=[CH:13][C:12](Br)=[CH:11][CH:10]=1)[C:2]1[CH:7]=[CH:6][CH:5]=[CH:4][CH:3]=1.[B:16](OCCC)([O:21]CCC)[O:17]CCC.Cl. (7) Given the product [F:30][C:15]([F:14])([F:31])[C:16]1[CH:21]=[CH:20][CH:19]=[CH:18][C:17]=1[N:22]1[CH:26]=[C:25]([C:27]#[N:29])[N:24]=[CH:23]1, predict the reactants needed to synthesize it. The reactants are: C(OC(C(F)(F)F)=O)(C(F)(F)F)=O.[F:14][C:15]([F:31])([F:30])[C:16]1[CH:21]=[CH:20][CH:19]=[CH:18][C:17]=1[N:22]1[CH:26]=[C:25]([C:27]([NH2:29])=O)[N:24]=[CH:23]1.CCN(CC)CC.